From a dataset of Retrosynthesis with 50K atom-mapped reactions and 10 reaction types from USPTO. Predict the reactants needed to synthesize the given product. Given the product Cc1cc(C)c(S(=O)(=O)N(c2ccc(OCCN3CCCC3)cc2)C(C)c2ccc(OC3CCCCO3)cc2)c(C)c1, predict the reactants needed to synthesize it. The reactants are: CC(Nc1ccc(OCCN2CCCC2)cc1)c1ccc(OC2CCCCO2)cc1.Cc1cc(C)c(S(=O)(=O)Cl)c(C)c1.